Dataset: Forward reaction prediction with 1.9M reactions from USPTO patents (1976-2016). Task: Predict the product of the given reaction. (1) Given the reactants [C:1]([C:3]1[CH:4]=[C:5]([CH:8]=[CH:9][C:10]=1[F:11])[CH:6]=O)#[N:2].Cl.[O:13]([NH2:15])[CH3:14], predict the reaction product. The product is: [CH3:14][O:13][N:15]=[CH:6][C:5]1[CH:8]=[CH:9][C:10]([F:11])=[C:3]([C:1]#[N:2])[CH:4]=1. (2) Given the reactants [F:1][C:2]1[CH:7]=[CH:6][C:5]([C:8]2[O:9][C:10]3[CH:20]=[C:19]([N:21]([CH3:26])[S:22]([CH3:25])(=[O:24])=[O:23])[C:18](B4OC(C)(C)C(C)(C)O4)=[CH:17][C:11]=3[C:12]=2[C:13]([NH:15][CH3:16])=[O:14])=[CH:4][CH:3]=1.Br[C:37]1[CH:38]=[N:39][C:40](=[O:53])[N:41]([C:43]2[CH:52]=[CH:51][C:50]3[C:45](=[CH:46][CH:47]=[CH:48][CH:49]=3)[CH:44]=2)[CH:42]=1.[O-]P([O-])([O-])=O.[K+].[K+].[K+], predict the reaction product. The product is: [F:1][C:2]1[CH:7]=[CH:6][C:5]([C:8]2[O:9][C:10]3[CH:20]=[C:19]([N:21]([CH3:26])[S:22]([CH3:25])(=[O:24])=[O:23])[C:18]([C:37]4[CH:38]=[N:39][C:40](=[O:53])[N:41]([C:43]5[CH:52]=[CH:51][C:50]6[C:45](=[CH:46][CH:47]=[CH:48][CH:49]=6)[CH:44]=5)[CH:42]=4)=[CH:17][C:11]=3[C:12]=2[C:13]([NH:15][CH3:16])=[O:14])=[CH:4][CH:3]=1. (3) Given the reactants [NH2:1][CH2:2][C@@H:3]([NH:21][C:22](=[O:34])[C:23]1[CH:28]=[CH:27][C:26]([O:29][CH:30]([CH3:32])[CH3:31])=[C:25]([Cl:33])[CH:24]=1)[CH2:4][C:5]1[CH:10]=[CH:9][C:8]([C:11]2[N:12]=[C:13]3[C:18]([CH3:19])=[CH:17][CH:16]=[CH:15][N:14]3[CH:20]=2)=[CH:7][CH:6]=1.CC(OC([NH:42][C:43]([CH3:48])([C:45](O)=[O:46])[CH3:44])=O)(C)C, predict the reaction product. The product is: [Cl:33][C:25]1[CH:24]=[C:23]([CH:28]=[CH:27][C:26]=1[O:29][CH:30]([CH3:32])[CH3:31])[C:22]([NH:21][C@@H:3]([CH2:4][C:5]1[CH:10]=[CH:9][C:8]([C:11]2[N:12]=[C:13]3[C:18]([CH3:19])=[CH:17][CH:16]=[CH:15][N:14]3[CH:20]=2)=[CH:7][CH:6]=1)[CH2:2][NH:1][C:45](=[O:46])[C:43]([CH3:48])([CH3:44])[NH2:42])=[O:34]. (4) Given the reactants [Cl:1][C:2]1[CH:7]=[CH:6][C:5]([N:8]=[C:9]=[O:10])=[CH:4][CH:3]=1.C(OC(=O)[NH:17][CH2:18][C:19]1[CH:24]=[CH:23][C:22]([NH2:25])=[CH:21][CH:20]=1)(C)(C)C, predict the reaction product. The product is: [NH2:17][CH2:18][C:19]1[CH:24]=[CH:23][C:22]([NH:25][C:9]([NH:8][C:5]2[CH:6]=[CH:7][C:2]([Cl:1])=[CH:3][CH:4]=2)=[O:10])=[CH:21][CH:20]=1. (5) Given the reactants [CH2:1]1[C:7]2[CH:8]=[CH:9][C:10]([O:12][C:13]3[CH:21]=[CH:20][C:16]([C:17]([NH2:19])=[O:18])=[CH:15][N:14]=3)=[CH:11][C:6]=2[CH2:5][CH2:4][CH2:3][NH:2]1.C([O-])([O-])=O.[K+].[K+].Br[CH2:29][CH2:30][CH2:31][C:32]([F:35])([F:34])[F:33].C(OCC)(=O)C, predict the reaction product. The product is: [F:33][C:32]([F:35])([F:34])[CH2:31][CH2:30][CH2:29][N:2]1[CH2:3][CH2:4][CH2:5][C:6]2[CH:11]=[C:10]([O:12][C:13]3[CH:21]=[CH:20][C:16]([C:17]([NH2:19])=[O:18])=[CH:15][N:14]=3)[CH:9]=[CH:8][C:7]=2[CH2:1]1. (6) Given the reactants [Cl:1][C:2]1[C:3]([C:33]([C:36]#[N:37])([CH3:35])[CH3:34])=[CH:4][C:5]([O:30][CH2:31][CH3:32])=[C:6]([C:8]2[N:9]([C:27](Cl)=[O:28])[C@H:10]([C:20]3[CH:25]=[CH:24][C:23]([Cl:26])=[CH:22][CH:21]=3)[C@H:11]([C:13]3[CH:18]=[CH:17][C:16]([Cl:19])=[CH:15][CH:14]=3)[N:12]=2)[CH:7]=1.[C:38]([NH:42][C:43](=[O:51])[CH2:44][N:45]1[CH2:50][CH2:49][NH:48][CH2:47][CH2:46]1)([CH3:41])([CH3:40])[CH3:39], predict the reaction product. The product is: [C:38]([NH:42][C:43](=[O:51])[CH2:44][N:45]1[CH2:46][CH2:47][N:48]([C:27]([N:9]2[C@H:10]([C:20]3[CH:25]=[CH:24][C:23]([Cl:26])=[CH:22][CH:21]=3)[C@H:11]([C:13]3[CH:14]=[CH:15][C:16]([Cl:19])=[CH:17][CH:18]=3)[N:12]=[C:8]2[C:6]2[CH:7]=[C:2]([Cl:1])[C:3]([C:33]([C:36]#[N:37])([CH3:34])[CH3:35])=[CH:4][C:5]=2[O:30][CH2:31][CH3:32])=[O:28])[CH2:49][CH2:50]1)([CH3:41])([CH3:39])[CH3:40]. (7) Given the reactants CS(O[CH2:6][CH2:7][N:8]1[CH:12]=[C:11]([C:13]2[CH:18]=[C:17]([C:19]([O:21]C)=[O:20])[CH:16]=[CH:15][N:14]=2)[N:10]=[CH:9]1)(=O)=O.[F:23][C:24]1[CH:31]=[CH:30][C:27]([CH2:28][NH2:29])=[CH:26][CH:25]=1, predict the reaction product. The product is: [F:23][C:24]1[CH:31]=[CH:30][C:27]([CH2:28][NH:29][CH2:6][CH2:7][N:8]2[CH:12]=[C:11]([C:13]3[CH:18]=[C:17]([C:19]([OH:21])=[O:20])[CH:16]=[CH:15][N:14]=3)[N:10]=[CH:9]2)=[CH:26][CH:25]=1.